This data is from Full USPTO retrosynthesis dataset with 1.9M reactions from patents (1976-2016). The task is: Predict the reactants needed to synthesize the given product. (1) Given the product [Cl:1][C:2]1[N:7]=[C:6]([N:8]([C:9]2[CH:14]=[CH:13][CH:12]=[C:11]([Cl:15])[CH:10]=2)[CH3:16])[CH:5]=[CH:4][N:3]=1, predict the reactants needed to synthesize it. The reactants are: [Cl:1][C:2]1[N:7]=[C:6]([NH:8][C:9]2[CH:14]=[CH:13][CH:12]=[C:11]([Cl:15])[CH:10]=2)[CH:5]=[CH:4][N:3]=1.[C:16](=O)([O-])[O-].[Cs+].[Cs+].CI. (2) Given the product [C:1]([C:5]1[CH:10]=[CH:9][CH:8]=[C:7]([C:11]#[CH:12])[CH:6]=1)([CH3:4])([CH3:3])[CH3:2], predict the reactants needed to synthesize it. The reactants are: [C:1]([C:5]1[CH:6]=[C:7]([C:11]#[C:12][Si](C)(C)C)[CH:8]=[CH:9][CH:10]=1)([CH3:4])([CH3:3])[CH3:2].C(=O)([O-])[O-].[K+].[K+]. (3) The reactants are: [I:1][C:2]1[C:10]2[O:9][CH:8]=[CH:7][C:6]=2[CH:5]=[C:4]([S:11]([O:14][C:15]2[CH:20]=[CH:19][CH:18]=[C:17](OC)[C:16]=2[O:23][CH3:24])(=[O:13])=[O:12])[CH:3]=1.[CH2:25]1C(=O)N(Br)C(=O)C1.CC(N=NC(C#N)(C)C)(C#N)C.COC1C=CC(C)=CC=1O.C(N(CC)CC)C. Given the product [I:1][C:2]1[C:10]2[O:9][CH:8]=[CH:7][C:6]=2[CH:5]=[C:4]([S:11]([O:14][C:15]2[CH:20]=[C:19]([CH3:25])[CH:18]=[CH:17][C:16]=2[O:23][CH3:24])(=[O:12])=[O:13])[CH:3]=1, predict the reactants needed to synthesize it.